From a dataset of Reaction yield outcomes from USPTO patents with 853,638 reactions. Predict the reaction yield, written as a fraction of the theoretical maximum amount of product (1.0 means a 100% yield; for example, 0.34 means a 34% yield). (1) The reactants are [C:1](Cl)([CH3:3])=[O:2].Cl.Cl.[CH2:7]([O:14][C:15]1[CH:20]=[CH:19][N:18]([C:21]2[CH:29]=[C:28]3[C:24]([C:25]4[CH2:34][CH2:33][NH:32][CH2:31][C:26]=4[N:27]3[CH3:30])=[CH:23][CH:22]=2)[C:17](=[O:35])[CH:16]=1)[C:8]1[CH:13]=[CH:12][CH:11]=[CH:10][CH:9]=1.CCN(CC)CC.O. The catalyst is CN(C1C=CN=CC=1)C.C(Cl)Cl. The product is [C:1]([N:32]1[CH2:33][CH2:34][C:25]2[C:24]3[C:28](=[CH:29][C:21]([N:18]4[CH:19]=[CH:20][C:15]([O:14][CH2:7][C:8]5[CH:13]=[CH:12][CH:11]=[CH:10][CH:9]=5)=[CH:16][C:17]4=[O:35])=[CH:22][CH:23]=3)[N:27]([CH3:30])[C:26]=2[CH2:31]1)(=[O:2])[CH3:3]. The yield is 0.660. (2) The reactants are [C:1]1([C:7]#[C:8][C:9]2[CH:14]=[CH:13][N:12]=[C:11]([C:15]([OH:17])=O)[CH:10]=2)[CH:6]=[CH:5][CH:4]=[CH:3][CH:2]=1.CN(C(ON1N=NC2C=CC=CC1=2)=[N+](C)C)C.F[P-](F)(F)(F)(F)F.[NH:42]1[CH:46]=[CH:45][N:44]=[C:43]1[NH:47][C:48]([C:50]1[C:58]2[NH:57][C:56]([NH2:59])=[N:55][C:54]=2[CH:53]=[CH:52][CH:51]=1)=[O:49].C([O-])(O)=O.[Na+]. The catalyst is CN(C=O)C.CCN(C(C)C)C(C)C.O. The product is [NH:44]1[CH:45]=[CH:46][N:42]=[C:43]1[NH:47][C:48]([C:50]1[C:58]2[N:57]=[C:56]([NH:59][C:15]([C:11]3[CH:10]=[C:9]([C:8]#[C:7][C:1]4[CH:2]=[CH:3][CH:4]=[CH:5][CH:6]=4)[CH:14]=[CH:13][N:12]=3)=[O:17])[NH:55][C:54]=2[CH:53]=[CH:52][CH:51]=1)=[O:49]. The yield is 0.430.